Predict the product of the given reaction. From a dataset of Forward reaction prediction with 1.9M reactions from USPTO patents (1976-2016). (1) Given the reactants [F:1][C:2]1[C:7]([O:8][CH3:9])=[CH:6][C:5]([O:10][CH3:11])=[C:4]([F:12])[C:3]=1[C:13]1[C:22]2[N:21]=[CH:20][CH:19]=[N:18][C:17]=2[C:16]([C:23]([OH:25])=O)=[CH:15][CH:14]=1.[CH3:26][N:27]1[CH2:32][CH2:31][N:30]([CH2:33][C:34]2[N:39]=[CH:38][C:37]([NH2:40])=[CH:36][CH:35]=2)[CH2:29][CH2:28]1, predict the reaction product. The product is: [CH3:26][N:27]1[CH2:32][CH2:31][N:30]([CH2:33][C:34]2[N:39]=[CH:38][C:37]([NH:40][C:23]([C:16]3[C:17]4[N:18]=[CH:19][CH:20]=[N:21][C:22]=4[C:13]([C:3]4[C:2]([F:1])=[C:7]([O:8][CH3:9])[CH:6]=[C:5]([O:10][CH3:11])[C:4]=4[F:12])=[CH:14][CH:15]=3)=[O:25])=[CH:36][CH:35]=2)[CH2:29][CH2:28]1. (2) Given the reactants [Br:1][C:2]1[CH:7]=[C:6]([Cl:8])[C:5]([S:9](Cl)(=[O:11])=[O:10])=[C:4]([Cl:13])[CH:3]=1.[NH2:14][C:15]1[C:16]([CH3:22])=[N:17][N:18]([CH3:21])[C:19]=1[CH3:20], predict the reaction product. The product is: [Br:1][C:2]1[CH:7]=[C:6]([Cl:8])[C:5]([S:9]([NH:14][C:15]2[C:16]([CH3:22])=[N:17][N:18]([CH3:21])[C:19]=2[CH3:20])(=[O:11])=[O:10])=[C:4]([Cl:13])[CH:3]=1. (3) Given the reactants [CH2:1]([C:8]1([C:23](OCC)=[O:24])[O:12][C:11](=[O:13])[N:10]([C@@H:14]([C:16]2[CH:21]=[CH:20][CH:19]=[CH:18][CH:17]=2)[CH3:15])[C:9]1=[O:22])[C:2]1[CH:7]=[CH:6][CH:5]=[CH:4][CH:3]=1.[CH3:28][O:29][C:30]1[CH:31]=[C:32]([CH:35]=[C:36]([O:38][CH3:39])[CH:37]=1)[CH2:33][NH2:34].CO, predict the reaction product. The product is: [CH2:1]([C@:8]1([C:23]([NH:34][CH2:33][C:32]2[CH:35]=[C:36]([O:38][CH3:39])[CH:37]=[C:30]([O:29][CH3:28])[CH:31]=2)=[O:24])[O:12][C:11](=[O:13])[N:10]([C@@H:14]([C:16]2[CH:21]=[CH:20][CH:19]=[CH:18][CH:17]=2)[CH3:15])[C:9]1=[O:22])[C:2]1[CH:7]=[CH:6][CH:5]=[CH:4][CH:3]=1. (4) Given the reactants [CH:1]([N:14]1[CH2:17][CH:16]([OH:18])[CH2:15]1)([C:8]1[CH:13]=[CH:12][CH:11]=[CH:10][CH:9]=1)[C:2]1[CH:7]=[CH:6][CH:5]=[CH:4][CH:3]=1, predict the reaction product. The product is: [CH:1]([N:14]1[CH2:17][C:16](=[O:18])[CH2:15]1)([C:8]1[CH:13]=[CH:12][CH:11]=[CH:10][CH:9]=1)[C:2]1[CH:3]=[CH:4][CH:5]=[CH:6][CH:7]=1. (5) Given the reactants [Cl:1][C:2]1[CH:7]=[CH:6][CH:5]=[CH:4][C:3]=1[SH:8].C(=O)([O-])[O-].[Cs+].[Cs+].[C:15]([O:19][C:20]([N:22]1[CH2:27][CH2:26][CH:25](OS(C)(=O)=O)[CH2:24][CH2:23]1)=[O:21])([CH3:18])([CH3:17])[CH3:16], predict the reaction product. The product is: [C:15]([O:19][C:20]([N:22]1[CH2:27][CH2:26][CH:25]([S:8][C:3]2[CH:4]=[CH:5][CH:6]=[CH:7][C:2]=2[Cl:1])[CH2:24][CH2:23]1)=[O:21])([CH3:18])([CH3:16])[CH3:17]. (6) Given the reactants [O:1]1[CH2:6][CH2:5][N:4]([C:7]2[S:8][C:9]([CH:12]=[O:13])=[CH:10][N:11]=2)[CH2:3][CH2:2]1.C(=O)([O-])[O-].[K+].[K+].[F:20][C:21]([Si](C)(C)C)([F:23])[F:22], predict the reaction product. The product is: [F:20][C:21]([F:23])([F:22])[CH:12]([C:9]1[S:8][C:7]([N:4]2[CH2:5][CH2:6][O:1][CH2:2][CH2:3]2)=[N:11][CH:10]=1)[OH:13].